From a dataset of NCI-60 drug combinations with 297,098 pairs across 59 cell lines. Regression. Given two drug SMILES strings and cell line genomic features, predict the synergy score measuring deviation from expected non-interaction effect. (1) Cell line: RXF 393. Synergy scores: CSS=22.0, Synergy_ZIP=1.47, Synergy_Bliss=0.941, Synergy_Loewe=-23.2, Synergy_HSA=-1.98. Drug 2: CC1CCCC2(C(O2)CC(NC(=O)CC(C(C(=O)C(C1O)C)(C)C)O)C(=CC3=CSC(=N3)C)C)C. Drug 1: C1CC(=O)NC(=O)C1N2C(=O)C3=CC=CC=C3C2=O. (2) Synergy scores: CSS=31.7, Synergy_ZIP=-12.4, Synergy_Bliss=-5.16, Synergy_Loewe=-2.29, Synergy_HSA=-1.66. Cell line: SK-OV-3. Drug 2: CCC1=C2CN3C(=CC4=C(C3=O)COC(=O)C4(CC)O)C2=NC5=C1C=C(C=C5)O. Drug 1: CC1=C2C(C(=O)C3(C(CC4C(C3C(C(C2(C)C)(CC1OC(=O)C(C(C5=CC=CC=C5)NC(=O)C6=CC=CC=C6)O)O)OC(=O)C7=CC=CC=C7)(CO4)OC(=O)C)O)C)OC(=O)C. (3) Synergy scores: CSS=17.6, Synergy_ZIP=-10.3, Synergy_Bliss=-4.43, Synergy_Loewe=-20.8, Synergy_HSA=-0.597. Drug 1: CC1C(C(=O)NC(C(=O)N2CCCC2C(=O)N(CC(=O)N(C(C(=O)O1)C(C)C)C)C)C(C)C)NC(=O)C3=C4C(=C(C=C3)C)OC5=C(C(=O)C(=C(C5=N4)C(=O)NC6C(OC(=O)C(N(C(=O)CN(C(=O)C7CCCN7C(=O)C(NC6=O)C(C)C)C)C)C(C)C)C)N)C. Cell line: SK-OV-3. Drug 2: CCN(CC)CCCC(C)NC1=C2C=C(C=CC2=NC3=C1C=CC(=C3)Cl)OC.